Dataset: Forward reaction prediction with 1.9M reactions from USPTO patents (1976-2016). Task: Predict the product of the given reaction. (1) Given the reactants [CH:1]1([CH2:4][N:5]2[CH2:10][CH2:9][CH:8]([C:11]([N:13]3[CH2:17][CH:16]([NH:18][CH3:19])[CH:15]([C:20]4[CH:25]=[CH:24][C:23]([Cl:26])=[C:22]([Cl:27])[CH:21]=4)[CH2:14]3)=[O:12])[CH2:7][CH2:6]2)[CH2:3][CH2:2]1.[F:28][C:29]1[CH:34]=[CH:33][C:32]([CH:35]([CH3:39])[C:36]([OH:38])=O)=[CH:31][CH:30]=1, predict the reaction product. The product is: [CH:1]1([CH2:4][N:5]2[CH2:6][CH2:7][CH:8]([C:11]([N:13]3[CH2:14][CH:15]([C:20]4[CH:25]=[CH:24][C:23]([Cl:26])=[C:22]([Cl:27])[CH:21]=4)[CH:16]([N:18]([CH3:19])[C:36](=[O:38])[CH:35]([C:32]4[CH:31]=[CH:30][C:29]([F:28])=[CH:34][CH:33]=4)[CH3:39])[CH2:17]3)=[O:12])[CH2:9][CH2:10]2)[CH2:3][CH2:2]1. (2) The product is: [F:1][C:2]1[CH:3]=[C:4]([CH:9]([NH2:21])[CH2:10][CH2:11][CH2:12][C:13]2[CH:14]=[CH:15][C:16]([O:19][CH3:20])=[CH:17][CH:18]=2)[CH:5]=[CH:6][C:7]=1[F:8]. Given the reactants [F:1][C:2]1[CH:3]=[C:4]([CH:9]([N:21]2C(=O)C3C(=CC=CC=3)C2=O)[CH2:10][CH2:11][CH2:12][C:13]2[CH:18]=[CH:17][C:16]([O:19][CH3:20])=[CH:15][CH:14]=2)[CH:5]=[CH:6][C:7]=1[F:8].NN.Cl, predict the reaction product. (3) Given the reactants [CH3:1][O:2][C:3]1[C:10]([O:11][CH3:12])=[CH:9][CH:8]=[CH:7][C:4]=1[CH2:5]Br.[H-].[Na+].[F:15][C:16]([F:25])([F:24])[CH2:17][CH2:18][CH:19]([C:22]#[N:23])[C:20]#[N:21], predict the reaction product. The product is: [CH3:1][O:2][C:3]1[C:10]([O:11][CH3:12])=[CH:9][CH:8]=[CH:7][C:4]=1[CH2:5][C:19]([CH2:18][CH2:17][C:16]([F:15])([F:24])[F:25])([C:20]#[N:21])[C:22]#[N:23]. (4) Given the reactants C(OC(=O)[NH:7][C:8]1[CH:13]=[CH:12][CH:11]=[C:10]([N:14]([S:22]([C:25]2[CH:30]=[CH:29][CH:28]=[CH:27][CH:26]=2)(=[O:24])=[O:23])[CH2:15][C:16]2[CH:21]=[CH:20][CH:19]=[CH:18][CH:17]=2)[CH:9]=1)(C)(C)C.FC(F)(F)C(O)=O, predict the reaction product. The product is: [NH2:7][C:8]1[CH:9]=[C:10]([N:14]([CH2:15][C:16]2[CH:17]=[CH:18][CH:19]=[CH:20][CH:21]=2)[S:22]([C:25]2[CH:30]=[CH:29][CH:28]=[CH:27][CH:26]=2)(=[O:24])=[O:23])[CH:11]=[CH:12][CH:13]=1. (5) Given the reactants [F:1][C:2]1[CH:7]=[CH:6][C:5]([CH:8]([C:10]2[CH:15]=[CH:14][CH:13]=[CH:12][CH:11]=2)O)=[CH:4][CH:3]=1.S(Cl)([Cl:18])=O, predict the reaction product. The product is: [Cl:18][CH:8]([C:10]1[CH:15]=[CH:14][CH:13]=[CH:12][CH:11]=1)[C:5]1[CH:6]=[CH:7][C:2]([F:1])=[CH:3][CH:4]=1.